From a dataset of Forward reaction prediction with 1.9M reactions from USPTO patents (1976-2016). Predict the product of the given reaction. Given the reactants Cl[C:2]([O:4][CH2:5][CH3:6])=[O:3].[NH2:7][CH:8]1[CH2:13][CH2:12][N:11]([CH2:14][C:15]2[CH:20]=[CH:19][CH:18]=[CH:17][CH:16]=2)[CH2:10][C:9]1([CH3:22])[CH3:21].C(N(CC)CC)C, predict the reaction product. The product is: [CH2:14]([N:11]1[CH2:12][CH2:13][CH:8]([NH:7][C:2]([O:4][CH2:5][CH3:6])=[O:3])[C:9]([CH3:22])([CH3:21])[CH2:10]1)[C:15]1[CH:16]=[CH:17][CH:18]=[CH:19][CH:20]=1.